Dataset: Forward reaction prediction with 1.9M reactions from USPTO patents (1976-2016). Task: Predict the product of the given reaction. (1) Given the reactants [CH2:1]1[C:10]2[C:5](=[CH:6][CH:7]=[CH:8][CH:9]=2)[CH2:4][CH2:3][N:2]1[CH2:11][CH:12]([OH:23])[CH2:13][O:14][C:15]1[CH:16]=[C:17]([CH:20]=[CH:21][CH:22]=1)[CH:18]=O.[NH:24]1[CH:28]=[CH:27][C:26]([NH2:29])=[N:25]1.[BH-](OC(C)=O)(OC(C)=O)OC(C)=O.[Na+], predict the reaction product. The product is: [NH:24]1[CH:28]=[CH:27][C:26]([NH:29][CH2:18][C:17]2[CH:16]=[C:15]([CH:22]=[CH:21][CH:20]=2)[O:14][CH2:13][CH:12]([OH:23])[CH2:11][N:2]2[CH2:3][CH2:4][C:5]3[C:10](=[CH:9][CH:8]=[CH:7][CH:6]=3)[CH2:1]2)=[N:25]1. (2) Given the reactants [CH3:1][O:2][C:3]([CH:5](P(OC)(OC)=O)[NH:6][C:7]([O:9][CH2:10][C:11]1[CH:16]=[CH:15][CH:14]=[CH:13][CH:12]=1)=[O:8])=[O:4].N12CCCN=C1CCCCC2.[F:34][C:35]1[CH:42]=[CH:41][CH:40]=[C:39]([F:43])[C:36]=1[CH:37]=O.C(OCC)C, predict the reaction product. The product is: [CH3:1][O:2][C:3](=[O:4])[C:5]([NH:6][C:7]([O:9][CH2:10][C:11]1[CH:12]=[CH:13][CH:14]=[CH:15][CH:16]=1)=[O:8])=[CH:37][C:36]1[C:35]([F:34])=[CH:42][CH:41]=[CH:40][C:39]=1[F:43]. (3) Given the reactants [BH4-].[Na+].[CH:3]1([CH:6]([NH:10][CH:11]2[CH2:13][CH2:12]2)[C:7](O)=[O:8])[CH2:5][CH2:4]1.II.[H][H], predict the reaction product. The product is: [CH:3]1([CH:6]([NH:10][CH:11]2[CH2:13][CH2:12]2)[CH2:7][OH:8])[CH2:5][CH2:4]1. (4) Given the reactants [Br:1][C:2]1[CH:3]=[C:4]2[C:9](=[CH:10][CH:11]=1)[C:8](=[O:12])[N:7]([CH2:13][CH:14]1[CH2:16][CH2:15]1)[C:6]([CH2:17]Cl)=[C:5]2[O:19][CH2:20][CH2:21][CH2:22][CH3:23].[C:24]1(=[O:34])[NH:28][C:27](=[O:29])[C:26]2=[CH:30][CH:31]=[CH:32][CH:33]=[C:25]12.[K].O, predict the reaction product. The product is: [Br:1][C:2]1[CH:3]=[C:4]2[C:9](=[CH:10][CH:11]=1)[C:8](=[O:12])[N:7]([CH2:13][CH:14]1[CH2:16][CH2:15]1)[C:6]([CH2:17][N:28]1[C:24](=[O:34])[C:25]3[C:26](=[CH:30][CH:31]=[CH:32][CH:33]=3)[C:27]1=[O:29])=[C:5]2[O:19][CH2:20][CH2:21][CH2:22][CH3:23]. (5) Given the reactants Cl[C:2]1[N:7]=[C:6]([NH:8][C:9]2[CH:14]=[CH:13][C:12]([N:15]3[CH2:20][CH2:19][C:18](OC)([O:21]C)[CH2:17][CH2:16]3)=[CH:11][C:10]=2[O:25][CH3:26])[N:5]=[C:4]([NH:27][C:28]2[CH:33]=[CH:32][CH:31]=[CH:30][C:29]=2[S:34]([CH:37]([CH3:39])[CH3:38])(=[O:36])=[O:35])[N:3]=1.C(N(CC)C(C)C)(C)C.COC1(OC)CCN(C2C=CC(NC3N=C(NC4C=CC=CC=4S(C(C)C)(=O)=O)N=CN=3)=C(OC)C=2)CC1.Cl.C(=O)([O-])[O-].[K+].[K+], predict the reaction product. The product is: [CH3:26][O:25][C:10]1[CH:11]=[C:12]([N:15]2[CH2:20][CH2:19][C:18](=[O:21])[CH2:17][CH2:16]2)[CH:13]=[CH:14][C:9]=1[NH:8][C:6]1[N:5]=[C:4]([NH:27][C:28]2[CH:33]=[CH:32][CH:31]=[CH:30][C:29]=2[S:34]([CH:37]([CH3:39])[CH3:38])(=[O:36])=[O:35])[N:3]=[CH:2][N:7]=1. (6) The product is: [C:33]1([CH3:38])[C:32]([NH:31][C:8]2[O:9][C:10]([C:11]3[CH:16]=[CH:15][C:14]([N:17]4[CH2:22][CH2:21][N:20]([C:23]([O:25][C:26]([CH3:29])([CH3:28])[CH3:27])=[O:24])[CH2:19][CH2:18]4)=[CH:13][CH:12]=3)=[C:6]([C:4]([O:3][CH2:1][CH3:2])=[O:5])[N:7]=2)=[CH:37][CH:36]=[CH:35][CH:34]=1. Given the reactants [CH2:1]([O:3][C:4]([C:6]1[N:7]=[C:8](I)[O:9][C:10]=1[C:11]1[CH:16]=[CH:15][C:14]([N:17]2[CH2:22][CH2:21][N:20]([C:23]([O:25][C:26]([CH3:29])([CH3:28])[CH3:27])=[O:24])[CH2:19][CH2:18]2)=[CH:13][CH:12]=1)=[O:5])[CH3:2].[NH2:31][C:32]1[C:33]([CH3:38])=[CH:34][CH:35]=[CH:36][CH:37]=1.C1(P(C2CCCCC2)C2C=CC=CC=2C2C(CCC)=CC(CCC)=CC=2CCC)CCCCC1.C(=O)([O-])[O-].[K+].[K+], predict the reaction product. (7) The product is: [ClH:17].[CH2:12]([C:11]1[CH:10]=[C:9]([CH3:8])[N:5]=[C:3]([OH:4])[N+:2]=1[O-:1])[CH3:13]. Given the reactants [OH:1][NH:2][C:3]([NH2:5])=[O:4].CO.[CH3:8][C:9](=O)[CH2:10][C:11](=O)[CH2:12][CH3:13].O.[ClH:17], predict the reaction product. (8) Given the reactants [CH2:1]1[C:10]2[C:5](=[CH:6][CH:7]=[CH:8][CH:9]=2)[CH2:4][CH2:3][NH:2]1.[Br:11][CH2:12][CH2:13][C:14](Cl)=[O:15], predict the reaction product. The product is: [Br:11][CH2:12][CH2:13][C:14]([N:2]1[CH2:3][CH2:4][C:5]2[C:10](=[CH:9][CH:8]=[CH:7][CH:6]=2)[CH2:1]1)=[O:15]. (9) The product is: [Br:1][C:2]1[CH:12]=[C:11]([O:13][C@@H:14]([C@H:16]2[CH2:20][NH:19][C:18](=[O:31])[CH2:17]2)[CH3:15])[C:5]2[N:6]([CH2:9][CH3:10])[CH:7]=[N:8][C:4]=2[CH:3]=1. Given the reactants [Br:1][C:2]1[CH:12]=[C:11]([O:13][C@@H:14]([C@H:16]2[CH2:20][N:19]([C@@H](C3C=CC(OC)=CC=3)C)[C:18](=[O:31])[CH2:17]2)[CH3:15])[C:5]2[N:6]([CH2:9][CH3:10])[CH:7]=[N:8][C:4]=2[CH:3]=1, predict the reaction product.